The task is: Predict which catalyst facilitates the given reaction.. This data is from Catalyst prediction with 721,799 reactions and 888 catalyst types from USPTO. (1) Reactant: [C:1]([O:5][C:6]([N:8]1[CH2:15][C:14]2[C:10](=[N:11][NH:12][C:13]=2[NH2:16])[CH2:9]1)=[O:7])([CH3:4])([CH3:3])[CH3:2].[CH3:17][C:18](=O)[CH2:19][C:20](=O)[CH3:21].C([O-])(O)=O.[Na+]. Product: [C:1]([O:5][C:6]([N:8]1[CH2:15][C:14]2=[C:13]3[N:12]([N:11]=[C:10]2[CH2:9]1)[C:20]([CH3:21])=[CH:19][C:18]([CH3:17])=[N:16]3)=[O:7])([CH3:4])([CH3:2])[CH3:3]. The catalyst class is: 52. (2) Reactant: [CH3:1][C:2]1[C:3]2[N:4]([CH:18]=[CH:19][N:20]=2)[CH:5]=[C:6]([C:8]2[CH:13]=[CH:12][C:11]([C:14]([F:17])([F:16])[F:15])=[CH:10][CH:9]=2)[CH:7]=1.[C:21]([O-])(=O)[CH3:22].[Na+].ICl. Product: [C:21]([C:18]1[N:4]2[CH:5]=[C:6]([C:8]3[CH:13]=[CH:12][C:11]([C:14]([F:16])([F:15])[F:17])=[CH:10][CH:9]=3)[CH:7]=[C:2]([CH3:1])[C:3]2=[N:20][CH:19]=1)#[CH:22]. The catalyst class is: 15. (3) Reactant: [CH3:1][C:2]1[CH:3]=[C:4]([O:15][C:16]2[C:25]3[C:20](=[CH:21][C:22]([O:28][CH2:29][CH:30]4[CH2:32][O:31]4)=[C:23]([O:26][CH3:27])[CH:24]=3)[N:19]=[CH:18][CH:17]=2)[C:5]([C:9]2[CH:14]=[CH:13][CH:12]=[CH:11][CH:10]=2)=[N:6][C:7]=1[CH3:8].FC(F)(F)C(O)=[O:36].[OH-].[Na+].O. Product: [CH3:1][C:2]1[CH:3]=[C:4]([O:15][C:16]2[C:25]3[C:20](=[CH:21][C:22]([O:28][CH2:29][CH:30]([OH:31])[CH2:32][OH:36])=[C:23]([O:26][CH3:27])[CH:24]=3)[N:19]=[CH:18][CH:17]=2)[C:5]([C:9]2[CH:14]=[CH:13][CH:12]=[CH:11][CH:10]=2)=[N:6][C:7]=1[CH3:8]. The catalyst class is: 2. (4) Reactant: [Cl:1][C:2]1[C:3]([O:12][C:13]2[CH:18]=[C:17]([O:19][CH2:20][CH2:21][O:22][CH3:23])[CH:16]=[CH:15][C:14]=2/[CH:24]=[CH:25]/[CH2:26][OH:27])=[N:4][CH:5]=[C:6]([C:8]([F:11])([F:10])[F:9])[CH:7]=1.Cl[S:29]([N:32]=[C:33]=[O:34])(=[O:31])=[O:30].[CH3:35][O:36][CH2:37][CH2:38][CH2:39][NH2:40].Cl. Product: [CH3:35][O:36][CH2:37][CH2:38][CH2:39][NH:40][S:29]([NH:32][C:33](=[O:34])[O:27][CH2:26]/[CH:25]=[CH:24]/[C:14]1[CH:15]=[CH:16][C:17]([O:19][CH2:20][CH2:21][O:22][CH3:23])=[CH:18][C:13]=1[O:12][C:3]1[C:2]([Cl:1])=[CH:7][C:6]([C:8]([F:9])([F:11])[F:10])=[CH:5][N:4]=1)(=[O:31])=[O:30]. The catalyst class is: 852. (5) Reactant: [F:1][C:2]1[CH:7]=[CH:6][C:5]([NH:8][C:9]2[C:10](=[CH:14][CH:15]=[CH:16][CH:17]=2)[C:11]([OH:13])=O)=[CH:4][CH:3]=1.P(Cl)(Cl)(Cl)=O.Cl. Product: [F:1][C:2]1[CH:3]=[CH:4][C:5]2[NH:8][C:9]3[C:10](=[CH:14][CH:15]=[CH:16][CH:17]=3)[C:11](=[O:13])[C:6]=2[CH:7]=1. The catalyst class is: 6. (6) Reactant: [S:1]1[C:5]2[CH:6]=[CH:7][C:8]([N:10]3[CH2:15][CH2:14][CH:13]([CH2:16][C:17]4[N:22]=[C:21]([C:23]([O:25]C(C)(C)C)=[O:24])[C:20]([O:30][CH2:31][C:32]5[CH:37]=[CH:36][CH:35]=[CH:34][CH:33]=5)=[C:19]([CH3:38])[N:18]=4)[CH2:12][CH2:11]3)=[CH:9][C:4]=2[CH:3]=[CH:2]1.[OH-].[K+].Cl. Product: [S:1]1[C:5]2[CH:6]=[CH:7][C:8]([N:10]3[CH2:15][CH2:14][CH:13]([CH2:16][C:17]4[N:22]=[C:21]([C:23]([OH:25])=[O:24])[C:20]([O:30][CH2:31][C:32]5[CH:37]=[CH:36][CH:35]=[CH:34][CH:33]=5)=[C:19]([CH3:38])[N:18]=4)[CH2:12][CH2:11]3)=[CH:9][C:4]=2[CH:3]=[CH:2]1. The catalyst class is: 83. (7) Reactant: [F:1][C:2]1[CH:28]=[C:27]([F:29])[CH:26]=[CH:25][C:3]=1[CH2:4][N:5]1[CH2:10][CH2:9][N:8]([C:11]2[N:12]=[C:13]3[CH2:24][CH2:23][NH:22][CH2:21][C:14]3=[N:15][C:16]=2[NH:17][CH:18]([CH3:20])[CH3:19])[CH2:7][CH2:6]1.CCN(C(C)C)C(C)C.[CH3:39][S:40](Cl)(=[O:42])=[O:41]. Product: [F:1][C:2]1[CH:28]=[C:27]([F:29])[CH:26]=[CH:25][C:3]=1[CH2:4][N:5]1[CH2:10][CH2:9][N:8]([C:11]2[N:12]=[C:13]3[CH2:24][CH2:23][N:22]([S:40]([CH3:39])(=[O:42])=[O:41])[CH2:21][C:14]3=[N:15][C:16]=2[NH:17][CH:18]([CH3:20])[CH3:19])[CH2:7][CH2:6]1. The catalyst class is: 2. (8) Reactant: C1CN([P+](ON2N=NC3C=CC=CC2=3)(N2CCCC2)N2CCCC2)CC1.F[P-](F)(F)(F)(F)F.C(N(CC)C(C)C)(C)C.[Cl:43][C:44]1[CH:45]=[CH:46][C:47]2[N:53]3[C:54]([CH:57]([CH3:59])[CH3:58])=[N:55][N:56]=[C:52]3[CH:51]([CH2:60][C:61]([OH:63])=O)[O:50][CH:49]([C:64]3[CH:69]=[CH:68][CH:67]=[C:66]([O:70][CH3:71])[C:65]=3[O:72][CH3:73])[C:48]=2[CH:74]=1.[OH:75][CH:76]1[CH2:80][CH2:79][NH:78][CH2:77]1. Product: [Cl:43][C:44]1[CH:45]=[CH:46][C:47]2[N:53]3[C:54]([CH:57]([CH3:58])[CH3:59])=[N:55][N:56]=[C:52]3[CH:51]([CH2:60][C:61]([N:78]3[CH2:79][CH2:80][CH:76]([OH:75])[CH2:77]3)=[O:63])[O:50][CH:49]([C:64]3[CH:69]=[CH:68][CH:67]=[C:66]([O:70][CH3:71])[C:65]=3[O:72][CH3:73])[C:48]=2[CH:74]=1. The catalyst class is: 7.